This data is from Catalyst prediction with 721,799 reactions and 888 catalyst types from USPTO. The task is: Predict which catalyst facilitates the given reaction. (1) Reactant: [CH3:1][N:2]1[CH2:28][CH2:27][C:5]2[N:6]([CH2:14][C:15]([C:18]3[CH:19]=[CH:20][C:21]([C:24]([OH:26])=O)=[N:22][CH:23]=3)([OH:17])[CH3:16])[C:7]3[CH:8]=[CH:9][C:10]([CH3:13])=[CH:11][C:12]=3[C:4]=2[CH2:3]1.CCN=C=NCCCN(C)C.Cl.[CH:41]1([CH2:44][NH:45][CH3:46])[CH2:43][CH2:42]1. Product: [CH:41]1([CH2:44][N:45]([CH3:46])[C:24](=[O:26])[C:21]2[CH:20]=[CH:19][C:18]([C:15]([OH:17])([CH3:16])[CH2:14][N:6]3[C:7]4[CH:12]=[CH:11][C:10]([CH3:13])=[CH:9][C:8]=4[C:4]4[CH2:3][N:2]([CH3:1])[CH2:28][CH2:27][C:5]3=4)=[CH:23][N:22]=2)[CH2:43][CH2:42]1. The catalyst class is: 2. (2) The catalyst class is: 41. Product: [NH2:25][C:23]([CH3:26])([CH3:24])[C@H:22]([NH:21][C:19](=[O:20])[C:18]1[CH:31]=[CH:32][C:15]([C:14]#[C:13]/[CH:12]=[CH:11]/[CH2:10][CH2:9][OH:8])=[CH:16][CH:17]=1)[C:27]([NH:33][OH:34])=[O:28]. Reactant: FC(F)(F)C([O-])=O.[OH:8][CH2:9][CH2:10]/[CH:11]=[CH:12]/[C:13]#[C:14][C:15]1[CH:32]=[CH:31][C:18]([C:19]([NH:21][C@H:22]([C:27](OC)=[O:28])[C:23]([CH3:26])([NH3+:25])[CH3:24])=[O:20])=[CH:17][CH:16]=1.[NH2:33][OH:34]. (3) Reactant: [C:1]([C:5]1[CH:9]=[C:8]([NH:10][C:11]([NH:13][C:14]2[CH:19]=[CH:18][C:17]([O:20][C:21]3[CH:26]=[CH:25][N:24]=[C:23]([CH2:27][O:28][Si](C(C)(C)C)(C)C)[CH:22]=3)=[CH:16][C:15]=2[F:36])=[O:12])[N:7]([C:37]2[CH:38]=[C:39]3[C:44](=[CH:45][CH:46]=2)[N:43]=[CH:42][CH:41]=[CH:40]3)[N:6]=1)([CH3:4])([CH3:3])[CH3:2].CCCC[N+](CCCC)(CCCC)CCCC.[F-].O. Product: [C:1]([C:5]1[CH:9]=[C:8]([NH:10][C:11]([NH:13][C:14]2[CH:19]=[CH:18][C:17]([O:20][C:21]3[CH:26]=[CH:25][N:24]=[C:23]([CH2:27][OH:28])[CH:22]=3)=[CH:16][C:15]=2[F:36])=[O:12])[N:7]([C:37]2[CH:38]=[C:39]3[C:44](=[CH:45][CH:46]=2)[N:43]=[CH:42][CH:41]=[CH:40]3)[N:6]=1)([CH3:4])([CH3:2])[CH3:3]. The catalyst class is: 1. (4) Reactant: [C:1]([O:5][C:6]([N:8]1[CH2:12][CH2:11][CH2:10][CH:9]1[C:13]([OH:15])=[O:14])=[O:7])([CH3:4])([CH3:3])[CH3:2].[CH3:16][C:17]([CH3:20])([O-])[CH3:18].[K+].Cl.[Na+].[Cl-]. Product: [N:8]1([C:6]([O:5][C:1]([CH3:4])([CH3:2])[CH3:3])=[O:7])[CH2:12][CH2:11][CH2:10][CH:9]1[C:13]([O:15][C:17]([CH3:20])([CH3:18])[CH3:16])=[O:14]. The catalyst class is: 20. (5) Reactant: [CH3:1][C:2]1[O:6][N:5]=[C:4]([C:7]2[CH:12]=[CH:11][CH:10]=[CH:9][CH:8]=2)[C:3]=1[C:13]([NH:15][NH2:16])=[O:14].N1([C:22]([C:24]2[CH:33]=[CH:32][C:27]3[NH:28][C:29](=[O:31])[NH:30][C:26]=3[CH:25]=2)=O)C=CN=C1.P(Cl)(Cl)(Cl)=O.O. Product: [CH3:1][C:2]1[O:6][N:5]=[C:4]([C:7]2[CH:12]=[CH:11][CH:10]=[CH:9][CH:8]=2)[C:3]=1[C:13]1[O:14][C:22]([C:24]2[CH:33]=[CH:32][C:27]3[NH:28][C:29](=[O:31])[NH:30][C:26]=3[CH:25]=2)=[N:16][N:15]=1. The catalyst class is: 159. (6) Reactant: [C:1]([O:6][CH2:7][CH3:8])(=[O:5])[CH:2]([CH3:4])[CH3:3].[Li+].CC([N-]C(C)C)C.[Br:17][CH2:18][CH2:19][CH2:20][CH2:21]Br.O. The catalyst class is: 56. Product: [CH2:7]([O:6][C:1](=[O:5])[C:2]([CH3:4])([CH3:3])[CH2:21][CH2:20][CH2:19][CH2:18][Br:17])[CH3:8].